From a dataset of Forward reaction prediction with 1.9M reactions from USPTO patents (1976-2016). Predict the product of the given reaction. (1) Given the reactants [OH:1][C:2]1[CH:3]=[C:4]([CH:7]=[CH:8][C:9]=1[O:10][CH3:11])[CH:5]=[O:6].C(=O)([O-])[O-].[K+].[K+].[CH2:18](Cl)[C:19]1[CH:24]=[CH:23][CH:22]=[CH:21][CH:20]=1, predict the reaction product. The product is: [CH2:18]([O:1][C:2]1[CH:3]=[C:4]([CH:7]=[CH:8][C:9]=1[O:10][CH3:11])[CH:5]=[O:6])[C:19]1[CH:24]=[CH:23][CH:22]=[CH:21][CH:20]=1. (2) The product is: [CH2:1]([C@@:8]12[CH2:21][C:20](=[O:22])[C@:19]([OH:29])([C:23]3[CH:24]=[CH:25][CH:26]=[CH:27][CH:28]=3)[CH2:18][C@H:17]1[CH2:16][CH2:15][C:14]1[CH:13]=[C:12]([C:30]([NH:33][C:34]3[C:35]([CH3:40])=[N:36][CH:37]=[CH:38][CH:39]=3)=[O:31])[CH:11]=[CH:10][C:9]2=1)[C:2]1[CH:3]=[CH:4][CH:5]=[CH:6][CH:7]=1. Given the reactants [CH2:1]([C@@:8]12[CH2:21][C:20](=[O:22])[C@:19]([OH:29])([C:23]3[CH:28]=[CH:27][CH:26]=[CH:25][CH:24]=3)[CH2:18][C@H:17]1[CH2:16][CH2:15][C:14]1[CH:13]=[C:12]([C:30](O)=[O:31])[CH:11]=[CH:10][C:9]2=1)[C:2]1[CH:7]=[CH:6][CH:5]=[CH:4][CH:3]=1.[NH2:33][C:34]1[C:35]([CH3:40])=[N:36][CH:37]=[CH:38][CH:39]=1.CN1C=CN=C1.CCCP1(OP(CCC)(=O)OP(CCC)(=O)O1)=O, predict the reaction product. (3) Given the reactants [Si]([O:8][CH2:9][C:10]1[C:18]2[O:17][N:16]=[C:15]([CH2:19][CH2:20][CH:21]3[CH2:26][CH2:25][N:24]([C:27]([O:29][C:30]([CH3:33])([CH3:32])[CH3:31])=[O:28])[CH2:23][CH2:22]3)[C:14]=2[CH:13]=[CH:12][C:11]=1[CH2:34][O:35][C:36]1[CH:41]=[CH:40][C:39]([C:42]#[N:43])=[CH:38][CH:37]=1)(C(C)(C)C)(C)C.[F-].C([N+](CCCC)(CCCC)CCCC)CCC.[Cl-].[NH4+], predict the reaction product. The product is: [C:42]([C:39]1[CH:40]=[CH:41][C:36]([O:35][CH2:34][C:11]2[CH:12]=[CH:13][C:14]3[C:15]([CH2:19][CH2:20][CH:21]4[CH2:26][CH2:25][N:24]([C:27]([O:29][C:30]([CH3:31])([CH3:32])[CH3:33])=[O:28])[CH2:23][CH2:22]4)=[N:16][O:17][C:18]=3[C:10]=2[CH2:9][OH:8])=[CH:37][CH:38]=1)#[N:43]. (4) The product is: [CH3:24][CH:23]([CH3:25])[C@H:18]([N:13]1[CH2:12][C:11]2[C:15](=[CH:16][C:8]([C:5]3[CH:4]=[CH:3][C:2]([NH:1][C:34]([NH:33][C:29]4[CH:28]=[C:27]([CH3:26])[CH:32]=[CH:31][CH:30]=4)=[O:35])=[CH:7][CH:6]=3)=[CH:9][CH:10]=2)[C:14]1=[O:17])[C:19]([O:21][CH3:22])=[O:20]. Given the reactants [NH2:1][C:2]1[CH:7]=[CH:6][C:5]([C:8]2[CH:16]=[C:15]3[C:11]([CH2:12][N:13]([C@@H:18]([CH:23]([CH3:25])[CH3:24])[C:19]([O:21][CH3:22])=[O:20])[C:14]3=[O:17])=[CH:10][CH:9]=2)=[CH:4][CH:3]=1.[CH3:26][C:27]1[CH:28]=[C:29]([N:33]=[C:34]=[O:35])[CH:30]=[CH:31][CH:32]=1, predict the reaction product. (5) Given the reactants [NH:1]1[CH2:6][CH2:5][O:4][CH2:3][CH2:2]1.[F:7][C:8]1[CH:9]=[C:10]([CH:14]=[CH:15][C:16]=1F)[C:11]([OH:13])=[O:12], predict the reaction product. The product is: [F:7][C:8]1[CH:9]=[C:10]([CH:14]=[CH:15][C:16]=1[N:1]1[CH2:6][CH2:5][O:4][CH2:3][CH2:2]1)[C:11]([OH:13])=[O:12]. (6) Given the reactants [CH3:1][N:2]1[C:7](=[O:8])[CH:6]=[C:5]([N:9]2[CH2:14][CH2:13][O:12][CH2:11][CH2:10]2)[N:4]=[C:3]1[CH2:15][C:16]([O-:18])=O.[Na+].[F:20][C:21]1[CH:22]=[C:23]2[C:27](=[CH:28][C:29]=1[F:30])[NH:26][CH2:25][CH2:24]2.Cl.CN(C)CCCN=C=NCC, predict the reaction product. The product is: [F:20][C:21]1[CH:22]=[C:23]2[C:27](=[CH:28][C:29]=1[F:30])[N:26]([C:16](=[O:18])[CH2:15][C:3]1[N:2]([CH3:1])[C:7](=[O:8])[CH:6]=[C:5]([N:9]3[CH2:10][CH2:11][O:12][CH2:13][CH2:14]3)[N:4]=1)[CH2:25][CH2:24]2. (7) The product is: [Cl:1][C:2]1[CH:7]=[CH:6][C:5]([CH:8]([NH:19][C:20]2[CH:29]=[CH:28][CH:27]=[C:26]3[C:21]=2[CH:22]=[CH:23][C:24]([CH3:30])=[N:25]3)[C:9]([CH2:15][S:16][CH2:17][CH3:18])([C:11]([F:12])([F:14])[F:13])[OH:10])=[C:4]([F:31])[C:3]=1[OH:32]. Given the reactants [Cl:1][C:2]1[CH:7]=[CH:6][C:5]([CH:8]([NH:19][C:20]2[CH:29]=[CH:28][CH:27]=[C:26]3[C:21]=2[CH:22]=[CH:23][C:24]([CH3:30])=[N:25]3)[C:9]([CH2:15][S:16][CH2:17][CH3:18])([C:11]([F:14])([F:13])[F:12])[OH:10])=[C:4]([F:31])[C:3]=1[O:32]C.B(Br)(Br)Br, predict the reaction product.